Dataset: Forward reaction prediction with 1.9M reactions from USPTO patents (1976-2016). Task: Predict the product of the given reaction. (1) Given the reactants [CH2:1]([C:3]1[CH:4]=[CH:5][C:6]2[N:7]([CH:9]=[C:10]([CH3:12])[N:11]=2)[N:8]=1)[CH3:2].Cl[S:14]([OH:17])(=O)=[O:15].C([N:20](CC)CC)C.P(Cl)(Cl)(Cl)=O, predict the reaction product. The product is: [CH2:1]([C:3]1[CH:4]=[CH:5][C:6]2[N:7]([C:9]([S:14]([NH2:20])(=[O:17])=[O:15])=[C:10]([CH3:12])[N:11]=2)[N:8]=1)[CH3:2]. (2) Given the reactants [CH3:1][N:2]([CH3:27])[CH2:3][C:4]([NH:6][C:7]1[CH:12]=[CH:11][C:10]([C@@H:13]2[O:18][CH2:17][CH2:16][N:15]([C@@H](C3C=CC=CC=3)C)[CH2:14]2)=[CH:9][CH:8]=1)=[O:5].C([O-])=O.[NH4+], predict the reaction product. The product is: [CH3:1][N:2]([CH3:27])[CH2:3][C:4]([NH:6][C:7]1[CH:8]=[CH:9][C:10]([C@@H:13]2[O:18][CH2:17][CH2:16][NH:15][CH2:14]2)=[CH:11][CH:12]=1)=[O:5]. (3) The product is: [F:1][C:2]1[CH:7]=[CH:6][C:5]([CH3:8])=[CH:4][C:3]=1[NH:9][C:10]([NH:12][C:13]1[CH:33]=[CH:32][C:16]([O:17][C:18]2[CH:23]=[CH:22][N:21]=[C:20]([C:24]3[NH:28][CH:27]=[C:26]([C:29]([NH:78][CH2:77][CH2:76][CH2:75][NH:74][C:67](=[O:68])[O:69][C:70]([CH3:72])([CH3:71])[CH3:73])=[O:30])[CH:25]=3)[CH:19]=2)=[CH:15][CH:14]=1)=[O:11]. Given the reactants [F:1][C:2]1[CH:7]=[CH:6][C:5]([CH3:8])=[CH:4][C:3]=1[NH:9][C:10]([NH:12][C:13]1[CH:33]=[CH:32][C:16]([O:17][C:18]2[CH:23]=[CH:22][N:21]=[C:20]([C:24]3[NH:28][CH:27]=[C:26]([C:29](O)=[O:30])[CH:25]=3)[CH:19]=2)=[CH:15][CH:14]=1)=[O:11].CN(C(ON1N=NC2C=CC=NC1=2)=[N+](C)C)C.F[P-](F)(F)(F)(F)F.C(N(CC)C(C)C)(C)C.[C:67]([NH:74][CH2:75][CH2:76][CH2:77][NH2:78])([O:69][C:70]([CH3:73])([CH3:72])[CH3:71])=[O:68].Cl, predict the reaction product. (4) Given the reactants [Cl:1][C:2]1[C:14]([O:15][CH3:16])=[C:13]([Cl:17])[C:12]([F:18])=[CH:11][C:3]=1[C:4]([CH2:6][C:7]([O:9][CH3:10])=[O:8])=[O:5].[CH:19](OCC)(OCC)OCC.C(OC(=O)C)(=O)C.[CH:36]1([NH2:39])[CH2:38][CH2:37]1, predict the reaction product. The product is: [Cl:1][C:2]1[C:14]([O:15][CH3:16])=[C:13]([Cl:17])[C:12]([F:18])=[CH:11][C:3]=1[C:4]([C:6](=[CH:19][NH:39][CH:36]1[CH2:38][CH2:37]1)[C:7]([O:9][CH3:10])=[O:8])=[O:5]. (5) Given the reactants [C:1]([O:5][C:6]([N:8]1[CH2:13][CH2:12][CH2:11][CH:10]([C:14]#[CH:15])[CH2:9]1)=[O:7])([CH3:4])([CH3:3])[CH3:2].I[C:17]1[CH:22]=[CH:21][C:20]([F:23])=[CH:19][CH:18]=1, predict the reaction product. The product is: [C:1]([O:5][C:6]([N:8]1[CH2:13][CH2:12][CH2:11][CH:10]([C:14]#[C:15][C:17]2[CH:22]=[CH:21][C:20]([F:23])=[CH:19][CH:18]=2)[CH2:9]1)=[O:7])([CH3:4])([CH3:3])[CH3:2]. (6) Given the reactants [H-].[Al+3].[Li+].[H-].[H-].[H-].[Cl:7][C:8]1[CH:9]=[C:10]2[C:15](=[CH:16][CH:17]=1)[CH:14]=[C:13]([C:18](O)=[O:19])[C:12]([CH3:21])=[C:11]2[OH:22].Cl, predict the reaction product. The product is: [Cl:7][C:8]1[CH:9]=[C:10]2[C:15]([CH:14]=[C:13]([CH2:18][OH:19])[C:12]([CH3:21])=[C:11]2[OH:22])=[CH:16][CH:17]=1.